Dataset: Reaction yield outcomes from USPTO patents with 853,638 reactions. Task: Predict the reaction yield, written as a fraction of the theoretical maximum amount of product (1.0 means a 100% yield; for example, 0.34 means a 34% yield). The reactants are [Cl:1][C:2]1[CH:11]=[C:10]2[C:5]([C:6](=[O:38])[N:7]([NH:31][C:32]3[CH:37]=[CH:36][CH:35]=[CH:34][CH:33]=3)[C:8]([C@H:12]([NH:16][CH2:17][CH2:18][CH2:19][NH:20][C:21](=[O:30])[O:22][CH2:23][C:24]3[CH:29]=[CH:28][CH:27]=[CH:26][CH:25]=3)[CH2:13][C:14]#[CH:15])=[N:9]2)=[CH:4][CH:3]=1.C(N(CC)CC)C.[F:46][C:47]1[C:55]([Cl:56])=[CH:54][CH:53]=[CH:52][C:48]=1[C:49](Cl)=[O:50]. The catalyst is ClCCl. The product is [Cl:56][C:55]1[C:47]([F:46])=[C:48]([CH:52]=[CH:53][CH:54]=1)[C:49]([N:16]([CH2:17][CH2:18][CH2:19][NH:20][C:21](=[O:30])[O:22][CH2:23][C:24]1[CH:25]=[CH:26][CH:27]=[CH:28][CH:29]=1)[C@@H:12]([C:8]1[N:7]([NH:31][C:32]2[CH:33]=[CH:34][CH:35]=[CH:36][CH:37]=2)[C:6](=[O:38])[C:5]2[C:10](=[CH:11][C:2]([Cl:1])=[CH:3][CH:4]=2)[N:9]=1)[CH2:13][C:14]#[CH:15])=[O:50]. The yield is 0.840.